Dataset: Full USPTO retrosynthesis dataset with 1.9M reactions from patents (1976-2016). Task: Predict the reactants needed to synthesize the given product. Given the product [Cl:1][C:2]1[CH:11]=[CH:10][C:9]2[C:4](=[CH:5][CH:6]=[C:7]([NH2:12])[CH:8]=2)[N:3]=1, predict the reactants needed to synthesize it. The reactants are: [Cl:1][C:2]1[CH:11]=[CH:10][C:9]2[C:4](=[CH:5][CH:6]=[C:7]([N+:12]([O-])=O)[CH:8]=2)[N:3]=1.[NH4+].